Dataset: Human liver microsome stability data. Task: Regression/Classification. Given a drug SMILES string, predict its absorption, distribution, metabolism, or excretion properties. Task type varies by dataset: regression for continuous measurements (e.g., permeability, clearance, half-life) or binary classification for categorical outcomes (e.g., BBB penetration, CYP inhibition). Dataset: hlm. (1) The drug is CC1CCCCC1NC(=O)NCCCc1nnc(C2CC2)n1-c1ccc(F)cc1. The result is 1 (stable in human liver microsomes). (2) The compound is COc1cc2nc(C)c(-c3ccc(OCc4ccccc4)c(F)c3)c(O)c2cc1Cl. The result is 1 (stable in human liver microsomes). (3) The compound is Cc1cccc(Nc2sc(-c3ccccc3Cl)cc2C(N)=O)n1. The result is 1 (stable in human liver microsomes). (4) The drug is CCN1Cc2ccc(OC)cc2C[C@@H]1C(=O)Nc1cc(F)c(-c2cn[nH]c2)cc1OCCN(C)C. The result is 1 (stable in human liver microsomes). (5) The drug is COc1ccc2nc(NC(=O)C(CC3CCCC3)c3ccc(S(=O)(=O)NC4CC4)cc3)sc2n1. The result is 1 (stable in human liver microsomes).